Dataset: Peptide-MHC class I binding affinity with 185,985 pairs from IEDB/IMGT. Task: Regression. Given a peptide amino acid sequence and an MHC pseudo amino acid sequence, predict their binding affinity value. This is MHC class I binding data. (1) The peptide sequence is EIKNRDKIV. The MHC is HLA-A30:01 with pseudo-sequence HLA-A30:01. The binding affinity (normalized) is 0. (2) The peptide sequence is VFSDGRVAC. The MHC is HLA-A11:01 with pseudo-sequence HLA-A11:01. The binding affinity (normalized) is 0.